This data is from Forward reaction prediction with 1.9M reactions from USPTO patents (1976-2016). The task is: Predict the product of the given reaction. Given the reactants [NH2:1][C@@H:2]1[CH2:10][C:9]2[C:4](=[CH:5][CH:6]=[C:7]([CH2:11][N:12]3[CH:16]=[C:15]([CH2:17][OH:18])[C:14]([C:19]([F:22])([F:21])[F:20])=[N:13]3)[CH:8]=2)[CH2:3]1.C(N(CC)CC)C.[O:30]1[CH:34]=[CH:33][CH:32]=[C:31]1[S:35](Cl)(=[O:37])=[O:36], predict the reaction product. The product is: [OH:18][CH2:17][C:15]1[C:14]([C:19]([F:22])([F:21])[F:20])=[N:13][N:12]([CH2:11][C:7]2[CH:8]=[C:9]3[C:4](=[CH:5][CH:6]=2)[CH2:3][C@H:2]([NH:1][S:35]([C:31]2[O:30][CH:34]=[CH:33][CH:32]=2)(=[O:37])=[O:36])[CH2:10]3)[CH:16]=1.